From a dataset of Forward reaction prediction with 1.9M reactions from USPTO patents (1976-2016). Predict the product of the given reaction. (1) Given the reactants [CH2:1]([C:4]1[C:8]2[CH:9]=[CH:10][CH:11]=[CH:12][C:7]=2[O:6][C:5]=1[CH:13]=O)[CH2:2][CH3:3].[CH3:15][NH2:16].[BH4-].[Na+], predict the reaction product. The product is: [CH3:15][NH:16][CH2:13][C:5]1[O:6][C:7]2[CH:12]=[CH:11][CH:10]=[CH:9][C:8]=2[C:4]=1[CH2:1][CH2:2][CH3:3]. (2) Given the reactants [OH:1][C:2]1[CH:7]=[CH:6][C:5]([C:8](=[O:16])[CH2:9][C:10](=[O:15])[CH2:11][CH2:12][CH2:13][CH3:14])=[CH:4][CH:3]=1.[N+:17]([C:20]1[CH:25]=[CH:24][C:23](ON)=[CH:22][CH:21]=1)([O-:19])=[O:18].O, predict the reaction product. The product is: [CH2:11]([C:10]1[O:15][C:23]2[CH:24]=[CH:25][C:20]([N+:17]([O-:19])=[O:18])=[CH:21][C:22]=2[C:9]=1[C:8](=[O:16])[C:5]1[CH:4]=[CH:3][C:2]([OH:1])=[CH:7][CH:6]=1)[CH2:12][CH2:13][CH3:14].